This data is from Forward reaction prediction with 1.9M reactions from USPTO patents (1976-2016). The task is: Predict the product of the given reaction. (1) Given the reactants Cl.[F:2][C:3]1[CH:4]=[C:5]([C@@H:14]([C:16]2[C:21]([F:22])=[CH:20][CH:19]=[CH:18][N:17]=2)[NH2:15])[CH:6]=[CH:7][C:8]=1[O:9][C:10]([F:13])([F:12])[F:11].F[C:24]1[CH:25]=[C:26]([C:33]([OH:35])=O)[CH:27]=[CH:28][C:29]=1[N+:30]([O-:32])=[O:31].[CH3:36][N:37](C(ON1N=NC2C=CC=NC1=2)=[N+](C)C)C.F[P-](F)(F)(F)(F)F.CCN(C(C)C)C(C)C.CN.C1COCC1, predict the reaction product. The product is: [F:2][C:3]1[CH:4]=[C:5]([C@@H:14]([C:16]2[C:21]([F:22])=[CH:20][CH:19]=[CH:18][N:17]=2)[NH:15][C:33](=[O:35])[C:26]2[CH:27]=[CH:28][C:29]([N+:30]([O-:32])=[O:31])=[C:24]([NH:37][CH3:36])[CH:25]=2)[CH:6]=[CH:7][C:8]=1[O:9][C:10]([F:13])([F:12])[F:11]. (2) Given the reactants [NH2:1][C:2]1[CH:3]=[C:4]([CH2:8][N:9]2[CH2:14][CH2:13][CH:12]([NH:15][C:16]3[N:21]=[C:20]([C:22]4[C:30]5[C:25](=[CH:26][CH:27]=[CH:28][CH:29]=5)[NH:24][CH:23]=4)[C:19]([Cl:31])=[CH:18][N:17]=3)[CH2:11][CH2:10]2)[CH:5]=[CH:6][CH:7]=1.C=O.[BH3-][C:35]#N.[Na+], predict the reaction product. The product is: [Cl:31][C:19]1[C:20]([C:22]2[C:30]3[C:25](=[CH:26][CH:27]=[CH:28][CH:29]=3)[NH:24][CH:23]=2)=[N:21][C:16]([NH:15][CH:12]2[CH2:13][CH2:14][N:9]([CH2:8][C:4]3[CH:5]=[CH:6][CH:7]=[C:2]([NH:1][CH3:35])[CH:3]=3)[CH2:10][CH2:11]2)=[N:17][CH:18]=1. (3) Given the reactants Br[C:2]1[CH:7]=[CH:6][C:5]([Br:8])=[CH:4][N:3]=1.C([Li])CCC.[O:14]1[CH2:19][CH2:18][C:17](=[O:20])[CH2:16][CH2:15]1, predict the reaction product. The product is: [Br:8][C:5]1[CH:6]=[CH:7][C:2]([C:17]2([OH:20])[CH2:18][CH2:19][O:14][CH2:15][CH2:16]2)=[N:3][CH:4]=1. (4) Given the reactants [Cl:1][C:2]1[CH:3]=[C:4]([CH:7]=[CH:8][C:9]=1[F:10])[CH:5]=[O:6].O[CH2:12][CH2:13][C:14]1[C:22]2[C:17](=[CH:18][CH:19]=[CH:20][CH:21]=2)[NH:16][CH:15]=1.FC(F)(F)C(O)=O, predict the reaction product. The product is: [Cl:1][C:2]1[CH:3]=[C:4]([CH:5]2[C:15]3[NH:16][C:17]4[C:22]([C:14]=3[CH2:13][CH2:12][O:6]2)=[CH:21][CH:20]=[CH:19][CH:18]=4)[CH:7]=[CH:8][C:9]=1[F:10]. (5) Given the reactants [C:1]1([CH3:17])[CH:6]=[CH:5][CH:4]=[C:3]([O:7][CH2:8][CH2:9][CH2:10][CH2:11][CH2:12][CH2:13][CH2:14][CH2:15][NH2:16])[CH:2]=1.Cl[C:19]1[C:28]2[C:23](=[CH:24][CH:25]=[CH:26][CH:27]=2)[N:22]=[CH:21][CH:20]=1.C(OCCCOCCCCCCCCNC1C2C(=CC=CC=2)N=CC=1)C, predict the reaction product. The product is: [C:1]1([CH3:17])[CH:6]=[CH:5][CH:4]=[C:3]([O:7][CH2:8][CH2:9][CH2:10][CH2:11][CH2:12][CH2:13][CH2:14][CH2:15][NH:16][C:19]2[C:28]3[C:23](=[CH:24][CH:25]=[CH:26][CH:27]=3)[N:22]=[CH:21][CH:20]=2)[CH:2]=1. (6) Given the reactants [NH2:1][C:2]1[CH:7]=[CH:6][CH:5]=[CH:4][C:3]=1[SH:8].Br[CH2:10][C:11]1[CH:20]=[CH:19][CH:18]=[CH:17][C:12]=1[C:13]([O:15][CH3:16])=[O:14].C([O-])([O-])=O.[K+].[K+], predict the reaction product. The product is: [NH2:1][C:2]1[CH:7]=[CH:6][CH:5]=[CH:4][C:3]=1[S:8][CH2:10][C:11]1[CH:20]=[CH:19][CH:18]=[CH:17][C:12]=1[C:13]([O:15][CH3:16])=[O:14]. (7) The product is: [F:19][C:11]1[C:12]([O:17][CH3:18])=[CH:13][C:14]([O:15][CH3:16])=[C:9]([F:8])[C:10]=1[N:20]1[CH2:25][C:24]2[CH:26]=[N:27][C:28]([CH2:30][NH:31][C:32](=[O:35])[CH:33]=[CH2:34])=[CH:29][C:23]=2[N:22]([CH2:36][CH:37]2[CH2:42][CH2:41][N:40]([CH3:2])[CH2:39][CH2:38]2)[C:21]1=[O:43]. Given the reactants F[C:2](F)(F)C(O)=O.[F:8][C:9]1[C:14]([O:15][CH3:16])=[CH:13][C:12]([O:17][CH3:18])=[C:11]([F:19])[C:10]=1[N:20]1[CH2:25][C:24]2[CH:26]=[N:27][C:28]([CH2:30][NH:31][C:32](=[O:35])[CH:33]=[CH2:34])=[CH:29][C:23]=2[N:22]([CH2:36][CH:37]2[CH2:42][CH2:41][NH:40][CH2:39][CH2:38]2)[C:21]1=[O:43].C=O.C(N(CC)C(C)C)(C)C.C(O[BH-](OC(=O)C)OC(=O)C)(=O)C.[Na+], predict the reaction product.